This data is from Forward reaction prediction with 1.9M reactions from USPTO patents (1976-2016). The task is: Predict the product of the given reaction. Given the reactants [F:1][C:2]1[CH:3]=[CH:4][C:5]([CH2:8][C:9]([O-:11])=[O:10])=[N:6][CH:7]=1.[Na+].BrBr.P(Br)(Br)[Br:16], predict the reaction product. The product is: [Br:16][CH:8]([C:5]1[CH:4]=[CH:3][C:2]([F:1])=[CH:7][N:6]=1)[C:9]([OH:11])=[O:10].